Dataset: Full USPTO retrosynthesis dataset with 1.9M reactions from patents (1976-2016). Task: Predict the reactants needed to synthesize the given product. Given the product [N:16]1[CH:17]=[CH:18][CH:19]=[C:14]([N:20]2[CH2:24][CH2:23][CH2:22][C:21]2=[O:25])[CH:15]=1, predict the reactants needed to synthesize it. The reactants are: C(=O)([O-])[O-].[K+].[K+].CN(C)CCN.I[C:14]1[CH:15]=[N:16][CH:17]=[CH:18][CH:19]=1.[NH:20]1[CH2:24][CH2:23][CH2:22][C:21]1=[O:25].